This data is from Full USPTO retrosynthesis dataset with 1.9M reactions from patents (1976-2016). The task is: Predict the reactants needed to synthesize the given product. (1) Given the product [CH2:1]([C:8]1[S:12][C:11]2[CH:13]=[CH:14][CH:15]=[CH:16][C:10]=2[C:9]=1[CH2:17][CH2:18][C:19]1[CH:24]=[CH:23][C:22]([OH:25])=[CH:21][CH:20]=1)[C:2]1[CH:7]=[CH:6][CH:5]=[CH:4][CH:3]=1, predict the reactants needed to synthesize it. The reactants are: [CH2:1]([C:8]1[S:12][C:11]2[CH:13]=[CH:14][CH:15]=[CH:16][C:10]=2[C:9]=1[CH2:17][CH2:18][C:19]1[CH:24]=[CH:23][C:22]([O:25]C)=[CH:21][CH:20]=1)[C:2]1[CH:7]=[CH:6][CH:5]=[CH:4][CH:3]=1.B(Br)(Br)Br. (2) The reactants are: [CH3:1][O:2][C:3]1[CH:4]=[C:5]([C:13]2[C:14]([N+:23]([O-])=O)=[C:15]([S:19]([NH2:22])(=[O:21])=[O:20])[CH:16]=[CH:17][CH:18]=2)[CH:6]=[C:7]([O:11][CH3:12])[C:8]=1[O:9][CH3:10].C(O)(=O)C. Given the product [CH3:12][O:11][C:7]1[CH:6]=[C:5]([C:13]2[C:14]([NH2:23])=[C:15]([S:19]([NH2:22])(=[O:20])=[O:21])[CH:16]=[CH:17][CH:18]=2)[CH:4]=[C:3]([O:2][CH3:1])[C:8]=1[O:9][CH3:10], predict the reactants needed to synthesize it.